Dataset: Peptide-MHC class I binding affinity with 185,985 pairs from IEDB/IMGT. Task: Regression. Given a peptide amino acid sequence and an MHC pseudo amino acid sequence, predict their binding affinity value. This is MHC class I binding data. The binding affinity (normalized) is 0.568. The MHC is HLA-B15:01 with pseudo-sequence HLA-B15:01. The peptide sequence is AQFSPQYL.